Dataset: NCI-60 drug combinations with 297,098 pairs across 59 cell lines. Task: Regression. Given two drug SMILES strings and cell line genomic features, predict the synergy score measuring deviation from expected non-interaction effect. (1) Drug 1: C1CC(=O)NC(=O)C1N2CC3=C(C2=O)C=CC=C3N. Drug 2: C1=C(C(=O)NC(=O)N1)F. Cell line: UO-31. Synergy scores: CSS=27.2, Synergy_ZIP=-4.66, Synergy_Bliss=-0.888, Synergy_Loewe=-8.25, Synergy_HSA=-1.10. (2) Drug 1: C1CNP(=O)(OC1)N(CCCl)CCCl. Drug 2: C(CN)CNCCSP(=O)(O)O. Cell line: COLO 205. Synergy scores: CSS=7.69, Synergy_ZIP=3.18, Synergy_Bliss=5.43, Synergy_Loewe=3.06, Synergy_HSA=3.17. (3) Drug 1: CC1C(C(CC(O1)OC2CC(OC(C2O)C)OC3=CC4=CC5=C(C(=O)C(C(C5)C(C(=O)C(C(C)O)O)OC)OC6CC(C(C(O6)C)O)OC7CC(C(C(O7)C)O)OC8CC(C(C(O8)C)O)(C)O)C(=C4C(=C3C)O)O)O)O. Drug 2: CN(C(=O)NC(C=O)C(C(C(CO)O)O)O)N=O. Cell line: 786-0. Synergy scores: CSS=44.2, Synergy_ZIP=-0.238, Synergy_Bliss=-0.638, Synergy_Loewe=-70.8, Synergy_HSA=-0.189. (4) Drug 1: CC1C(C(=O)NC(C(=O)N2CCCC2C(=O)N(CC(=O)N(C(C(=O)O1)C(C)C)C)C)C(C)C)NC(=O)C3=C4C(=C(C=C3)C)OC5=C(C(=O)C(=C(C5=N4)C(=O)NC6C(OC(=O)C(N(C(=O)CN(C(=O)C7CCCN7C(=O)C(NC6=O)C(C)C)C)C)C(C)C)C)N)C. Drug 2: CC1=C(C=C(C=C1)C(=O)NC2=CC(=CC(=C2)C(F)(F)F)N3C=C(N=C3)C)NC4=NC=CC(=N4)C5=CN=CC=C5. Cell line: PC-3. Synergy scores: CSS=6.89, Synergy_ZIP=1.11, Synergy_Bliss=6.69, Synergy_Loewe=2.41, Synergy_HSA=2.87. (5) Drug 1: C1=C(C(=O)NC(=O)N1)F. Drug 2: C1=CC(=CC=C1CCCC(=O)O)N(CCCl)CCCl. Cell line: NCI-H460. Synergy scores: CSS=59.9, Synergy_ZIP=-4.19, Synergy_Bliss=-7.43, Synergy_Loewe=-12.7, Synergy_HSA=-3.86. (6) Drug 1: CNC(=O)C1=CC=CC=C1SC2=CC3=C(C=C2)C(=NN3)C=CC4=CC=CC=N4. Drug 2: C#CCC(CC1=CN=C2C(=N1)C(=NC(=N2)N)N)C3=CC=C(C=C3)C(=O)NC(CCC(=O)O)C(=O)O. Cell line: MDA-MB-231. Synergy scores: CSS=-0.395, Synergy_ZIP=2.69, Synergy_Bliss=3.95, Synergy_Loewe=-0.475, Synergy_HSA=-0.165.